This data is from Forward reaction prediction with 1.9M reactions from USPTO patents (1976-2016). The task is: Predict the product of the given reaction. (1) Given the reactants Br[C:2]1[CH:3]=[CH:4][C:5]([N+:16]([O-:18])=[O:17])=[C:6]([CH:15]=1)[NH:7][CH2:8][C:9]1[CH:14]=[CH:13][CH:12]=[CH:11][N:10]=1.CC1(C)C(C)(C)OB([C:27]2[CH2:28][CH2:29][O:30][CH2:31][CH:32]=2)O1.C(=O)([O-])[O-].[Cs+].[Cs+].O, predict the reaction product. The product is: [O:30]1[CH2:29][CH:28]=[C:27]([C:2]2[CH:3]=[CH:4][C:5]([N+:16]([O-:18])=[O:17])=[C:6]([CH:15]=2)[NH:7][CH2:8][C:9]2[CH:14]=[CH:13][CH:12]=[CH:11][N:10]=2)[CH2:32][CH2:31]1. (2) Given the reactants [CH:1]([C:4]1[CH:10]=[CH:9][C:7]([NH2:8])=[CH:6][CH:5]=1)([CH3:3])[CH3:2].[C:11]([OH:19])(=[O:18])[C:12]([CH2:14][C:15](O)=[O:16])=[CH2:13], predict the reaction product. The product is: [CH:1]([C:4]1[CH:10]=[CH:9][C:7]([N:8]2[C:15](=[O:16])[CH2:14][CH:12]([C:11]([OH:19])=[O:18])[CH2:13]2)=[CH:6][CH:5]=1)([CH3:3])[CH3:2].